This data is from Full USPTO retrosynthesis dataset with 1.9M reactions from patents (1976-2016). The task is: Predict the reactants needed to synthesize the given product. (1) Given the product [NH2:19][C:20]1[CH:28]=[CH:27][C:23]([C:24]([N:50]2[CH2:49][CH2:48][N:47]([CH2:46][C:42]3[CH:41]=[C:40]([CH:45]=[CH:44][CH:43]=3)[C:39]([NH:38][C:34]([CH3:36])([CH3:37])[CH3:35])=[O:53])[CH2:52][CH2:51]2)=[O:26])=[CH:22][C:21]=1[O:29][C:30]([F:33])([F:32])[F:31], predict the reactants needed to synthesize it. The reactants are: CCCP1(OP(CCC)(=O)OP(CCC)(=O)O1)=O.[NH2:19][C:20]1[CH:28]=[CH:27][C:23]([C:24]([OH:26])=O)=[CH:22][C:21]=1[O:29][C:30]([F:33])([F:32])[F:31].[C:34]([NH:38][C:39](=[O:53])[C:40]1[CH:45]=[CH:44][CH:43]=[C:42]([CH2:46][N:47]2[CH2:52][CH2:51][NH:50][CH2:49][CH2:48]2)[CH:41]=1)([CH3:37])([CH3:36])[CH3:35].C(N(CC)CC)C. (2) The reactants are: [C:1]1([CH2:7][O:8][C:9]2[CH:14]=[CH:13][CH:12]=[CH:11][C:10]=2B(O)O)[CH:6]=[CH:5][CH:4]=[CH:3][CH:2]=1.[Br-].Br[C:20]1[CH:21]=[C:22]([C:26]2[CH:31]=[CH:30][CH:29]=[CH:28][C:27]=2/[CH:32]=[CH:33]/[C:34]([O:36][CH2:37][CH3:38])=[O:35])[CH:23]=[CH:24][CH:25]=1.C([O-])([O-])=O.[Na+].[Na+]. Given the product [C:1]1([CH2:7][O:8][C:9]2[CH:14]=[CH:13][CH:12]=[CH:11][C:10]=2[C:24]2[CH:23]=[C:22]([C:26]3[CH:31]=[CH:30][CH:29]=[CH:28][C:27]=3/[CH:32]=[CH:33]/[C:34]([O:36][CH2:37][CH3:38])=[O:35])[CH:21]=[CH:20][CH:25]=2)[CH:6]=[CH:5][CH:4]=[CH:3][CH:2]=1, predict the reactants needed to synthesize it.